From a dataset of Reaction yield outcomes from USPTO patents with 853,638 reactions. Predict the reaction yield, written as a fraction of the theoretical maximum amount of product (1.0 means a 100% yield; for example, 0.34 means a 34% yield). The reactants are [Cl:1][C:2]1[C:8]([O:9][C:10]2[CH:15]=[CH:14][C:13]([C:16]([F:19])([F:18])[F:17])=[CH:12][C:11]=2[Cl:20])=[CH:7][C:5]([NH2:6])=[C:4]([N+:21]([O-])=O)[CH:3]=1.Cl. The catalyst is C(O)C.[Zn]. The product is [Cl:1][C:2]1[CH:3]=[C:4]([NH2:21])[C:5]([NH2:6])=[CH:7][C:8]=1[O:9][C:10]1[CH:15]=[CH:14][C:13]([C:16]([F:19])([F:17])[F:18])=[CH:12][C:11]=1[Cl:20]. The yield is 0.610.